This data is from NCI-60 drug combinations with 297,098 pairs across 59 cell lines. The task is: Regression. Given two drug SMILES strings and cell line genomic features, predict the synergy score measuring deviation from expected non-interaction effect. (1) Drug 1: CNC(=O)C1=CC=CC=C1SC2=CC3=C(C=C2)C(=NN3)C=CC4=CC=CC=N4. Drug 2: CC(C1=C(C=CC(=C1Cl)F)Cl)OC2=C(N=CC(=C2)C3=CN(N=C3)C4CCNCC4)N. Cell line: MALME-3M. Synergy scores: CSS=7.36, Synergy_ZIP=-0.430, Synergy_Bliss=6.33, Synergy_Loewe=4.56, Synergy_HSA=4.49. (2) Drug 1: COC1=CC(=CC(=C1O)OC)C2C3C(COC3=O)C(C4=CC5=C(C=C24)OCO5)OC6C(C(C7C(O6)COC(O7)C8=CC=CS8)O)O. Drug 2: CN1C2=C(C=C(C=C2)N(CCCl)CCCl)N=C1CCCC(=O)O.Cl. Cell line: HOP-62. Synergy scores: CSS=33.8, Synergy_ZIP=3.12, Synergy_Bliss=5.89, Synergy_Loewe=-19.4, Synergy_HSA=3.75. (3) Drug 2: CCCCCOC(=O)NC1=NC(=O)N(C=C1F)C2C(C(C(O2)C)O)O. Synergy scores: CSS=30.9, Synergy_ZIP=2.48, Synergy_Bliss=5.46, Synergy_Loewe=-27.6, Synergy_HSA=7.02. Cell line: HCC-2998. Drug 1: COC1=CC(=CC(=C1O)OC)C2C3C(COC3=O)C(C4=CC5=C(C=C24)OCO5)OC6C(C(C7C(O6)COC(O7)C8=CC=CS8)O)O. (4) Drug 1: C1=NC(=NC(=O)N1C2C(C(C(O2)CO)O)O)N. Drug 2: C1CNP(=O)(OC1)N(CCCl)CCCl. Cell line: OVCAR-8. Synergy scores: CSS=27.9, Synergy_ZIP=-8.82, Synergy_Bliss=2.06, Synergy_Loewe=-32.6, Synergy_HSA=0.818. (5) Drug 1: CNC(=O)C1=CC=CC=C1SC2=CC3=C(C=C2)C(=NN3)C=CC4=CC=CC=N4. Drug 2: CC1C(C(CC(O1)OC2CC(CC3=C2C(=C4C(=C3O)C(=O)C5=CC=CC=C5C4=O)O)(C(=O)C)O)N)O. Cell line: TK-10. Synergy scores: CSS=35.7, Synergy_ZIP=-2.84, Synergy_Bliss=-2.74, Synergy_Loewe=-29.1, Synergy_HSA=-2.80.